From a dataset of Forward reaction prediction with 1.9M reactions from USPTO patents (1976-2016). Predict the product of the given reaction. (1) Given the reactants Cl.[NH2:2][C@H:3]([CH:33]1[CH2:38][CH2:37][CH2:36][CH2:35][CH2:34]1)[C:4]([N:6]1[CH2:11][CH2:10][CH:9]([N:12]2[N:21]=[C:20]([C:22]3[CH:27]=[CH:26][C:25]([O:28][CH3:29])=[C:24]([O:30][CH3:31])[CH:23]=3)[C@@H:19]3[C@@H:14]([CH2:15][CH2:16][CH2:17][CH2:18]3)[C:13]2=[O:32])[CH2:8][CH2:7]1)=[O:5].[CH:39]1([CH2:42][O:43][C:44]2[CH:52]=[CH:51][C:47]3[O:48][CH2:49][O:50][C:46]=3[C:45]=2[C:53]2[C:54]3[NH:61][CH:60]=[C:59]([C:62](N4C=CN=C4)=[O:63])[C:55]=3[N:56]=[CH:57][N:58]=2)[CH2:41][CH2:40]1.CCN(C(C)C)C(C)C, predict the reaction product. The product is: [CH:33]1([C@@H:3]([NH:2][C:62]([C:59]2[C:55]3[N:56]=[CH:57][N:58]=[C:53]([C:45]4[C:46]5[O:50][CH2:49][O:48][C:47]=5[CH:51]=[CH:52][C:44]=4[O:43][CH2:42][CH:39]4[CH2:41][CH2:40]4)[C:54]=3[NH:61][CH:60]=2)=[O:63])[C:4]([N:6]2[CH2:11][CH2:10][CH:9]([N:12]3[N:21]=[C:20]([C:22]4[CH:27]=[CH:26][C:25]([O:28][CH3:29])=[C:24]([O:30][CH3:31])[CH:23]=4)[C@@H:19]4[C@@H:14]([CH2:15][CH2:16][CH2:17][CH2:18]4)[C:13]3=[O:32])[CH2:8][CH2:7]2)=[O:5])[CH2:38][CH2:37][CH2:36][CH2:35][CH2:34]1. (2) Given the reactants [F:1][C:2]1[CH:3]=[C:4]([CH:10]=[CH:11][C:12]=1[N+:13]([O-])=O)[C:5]([N:7]([CH3:9])[CH3:8])=[O:6], predict the reaction product. The product is: [NH2:13][C:12]1[CH:11]=[CH:10][C:4]([C:5]([N:7]([CH3:9])[CH3:8])=[O:6])=[CH:3][C:2]=1[F:1].